Dataset: Full USPTO retrosynthesis dataset with 1.9M reactions from patents (1976-2016). Task: Predict the reactants needed to synthesize the given product. (1) The reactants are: [CH3:1][S:2][C:3]1[CH:8]=[CH:7][C:6](B(O)O)=[CH:5][CH:4]=1.Br[C:13]1[N:18]=[CH:17][C:16]([O:19][CH2:20][CH:21]2[CH2:26][CH2:25][N:24]([C:27]([O:29][CH:30]([CH3:32])[CH3:31])=[O:28])[CH2:23][CH2:22]2)=[CH:15][CH:14]=1.C([O-])([O-])=O.[Na+].[Na+]. Given the product [CH3:1][S:2][C:3]1[CH:8]=[CH:7][C:6]([C:13]2[N:18]=[CH:17][C:16]([O:19][CH2:20][CH:21]3[CH2:22][CH2:23][N:24]([C:27]([O:29][CH:30]([CH3:32])[CH3:31])=[O:28])[CH2:25][CH2:26]3)=[CH:15][CH:14]=2)=[CH:5][CH:4]=1, predict the reactants needed to synthesize it. (2) Given the product [NH2:16][C:2]1[N:13]=[C:12]([Cl:14])[CH:11]=[CH:10][C:3]=1[C:4]([N:6]([O:8][CH3:9])[CH3:7])=[O:5], predict the reactants needed to synthesize it. The reactants are: Cl[C:2]1[N:13]=[C:12]([Cl:14])[CH:11]=[CH:10][C:3]=1[C:4]([N:6]([O:8][CH3:9])[CH3:7])=[O:5].[OH-].[NH4+:16]. (3) The reactants are: [CH:1]([O:4][C:5]1[CH:20]=[CH:19][C:8]([CH2:9][CH2:10][NH:11]C(=O)OC(C)(C)C)=[CH:7][C:6]=1[O:21][CH3:22])([CH3:3])[CH3:2].[ClH:23]. Given the product [ClH:23].[CH:1]([O:4][C:5]1[CH:20]=[CH:19][C:8]([CH2:9][CH2:10][NH2:11])=[CH:7][C:6]=1[O:21][CH3:22])([CH3:3])[CH3:2], predict the reactants needed to synthesize it. (4) The reactants are: [C:1]([C:4]1[S:8][C:7]([C:9]2[CH:14]=[CH:13][N:12]=[C:11]([F:15])[CH:10]=2)=[C:6]([C:16]#[N:17])[C:5]=1[C:18]1[CH:23]=[CH:22][C:21]([Cl:24])=[CH:20][C:19]=1[Cl:25])(=O)[CH3:2].COC(OC)[N:29]([CH3:31])C.CC(O)=O.O.[NH2:39]N. Given the product [Cl:25][C:19]1[CH:20]=[C:21]([Cl:24])[CH:22]=[CH:23][C:18]=1[C:5]1[C:6]([C:16]#[N:17])=[C:7]([C:9]2[CH:14]=[CH:13][N:12]=[C:11]([F:15])[CH:10]=2)[S:8][C:4]=1[C:1]1[NH:39][N:29]=[CH:31][CH:2]=1, predict the reactants needed to synthesize it. (5) Given the product [C:20]1([NH:26][C:27]([N:29]2[C:37]3[C:32](=[CH:33][CH:34]=[C:35]([NH:38][S:12]([C:10]4[S:11][C:7]([C:6]5[N:2]([CH3:1])[N:3]=[C:4]([C:16]([F:19])([F:18])[F:17])[CH:5]=5)=[CH:8][CH:9]=4)(=[O:14])=[O:13])[CH:36]=3)[CH2:31][CH2:30]2)=[O:28])[CH:21]=[CH:22][CH:23]=[CH:24][CH:25]=1, predict the reactants needed to synthesize it. The reactants are: [CH3:1][N:2]1[C:6]([C:7]2[S:11][C:10]([S:12](Cl)(=[O:14])=[O:13])=[CH:9][CH:8]=2)=[CH:5][C:4]([C:16]([F:19])([F:18])[F:17])=[N:3]1.[C:20]1([NH:26][C:27]([N:29]2[C:37]3[C:32](=[CH:33][CH:34]=[C:35]([NH2:38])[CH:36]=3)[CH2:31][CH2:30]2)=[O:28])[CH:25]=[CH:24][CH:23]=[CH:22][CH:21]=1.N1C=CC=CC=1. (6) The reactants are: [CH3:1][N:2]1[C:6]2=[CH:7][C:8]3[C:9]([CH3:19])([CH3:18])[C:10](=[CH:15][CH:16]=O)[N:11]([CH3:14])[C:12]=3[CH:13]=[C:5]2[C:4]([CH3:21])([CH3:20])[C:3]1=[CH:22][CH:23]=O.[I-:25].[CH3:26][C:27]1[S:28][C:29]2[CH:36]=[CH:35][CH:34]=[CH:33][C:30]=2[N+:31]=1[CH3:32]. Given the product [I-:25].[I-:25].[CH3:1][N:2]1[C:6]2=[CH:7][C:8]3[C:9]([CH3:19])([CH3:18])[C:10](=[CH:15][CH:16]=[CH:26][C:27]4[S:28][C:29]5[CH:36]=[CH:35][CH:34]=[CH:33][C:30]=5[N+:31]=4[CH3:32])[N:11]([CH3:14])[C:12]=3[CH:13]=[C:5]2[C:4]([CH3:21])([CH3:20])[C:3]1=[CH:22][CH:23]=[CH:26][C:27]1[S:28][C:29]2[CH:36]=[CH:35][CH:34]=[CH:33][C:30]=2[N+:31]=1[CH3:32], predict the reactants needed to synthesize it.